Dataset: Catalyst prediction with 721,799 reactions and 888 catalyst types from USPTO. Task: Predict which catalyst facilitates the given reaction. (1) Reactant: [CH2:1]([N:5]([CH2:26][C:27]1[CH:32]=[CH:31][C:30]([C:33]([F:36])([F:35])[F:34])=[CH:29][C:28]=1[F:37])[C:6](=[O:25])[CH2:7][O:8][C:9]1[CH:14]=[CH:13][C:12]([CH2:15][C@H:16]([O:22][CH2:23][CH3:24])[C:17]([O:19]CC)=[O:18])=[CH:11][CH:10]=1)[CH2:2][CH2:3][CH3:4].[Li+].[OH-].Cl. Product: [CH2:1]([N:5]([CH2:26][C:27]1[CH:32]=[CH:31][C:30]([C:33]([F:34])([F:35])[F:36])=[CH:29][C:28]=1[F:37])[C:6](=[O:25])[CH2:7][O:8][C:9]1[CH:14]=[CH:13][C:12]([CH2:15][C@H:16]([O:22][CH2:23][CH3:24])[C:17]([OH:19])=[O:18])=[CH:11][CH:10]=1)[CH2:2][CH2:3][CH3:4]. The catalyst class is: 10. (2) Reactant: [CH:1]1([CH2:4][O:5][C:6]2[CH:11]=[CH:10][C:9]([N:12]3[C:17](=[O:18])[C:16]4[CH2:19][C:20](=[O:22])[NH:21][C:15]=4[NH:14][C:13]3=[S:23])=[CH:8][CH:7]=2)[CH2:3][CH2:2]1.C(=O)([O-])O.[Na+].I[CH2:30][CH3:31].C(#N)C. Product: [CH:1]1([CH2:4][O:5][C:6]2[CH:11]=[CH:10][C:9]([N:12]3[C:17](=[O:18])[C:16]4[CH2:19][C:20](=[O:22])[NH:21][C:15]=4[N:14]=[C:13]3[S:23][CH2:30][CH3:31])=[CH:8][CH:7]=2)[CH2:2][CH2:3]1. The catalyst class is: 13.